From a dataset of Full USPTO retrosynthesis dataset with 1.9M reactions from patents (1976-2016). Predict the reactants needed to synthesize the given product. (1) Given the product [CH2:1]([O:3][C:4](=[O:27])[CH2:5][N:6]1[C:14]2[CH2:13][CH2:12][CH2:11][C@@H:10]([N:15]([S:16]([C:19]3[CH:20]=[N:21][C:22]([Cl:26])=[C:23]([Br:25])[CH:24]=3)(=[O:18])=[O:17])[CH3:30])[C:9]=2[CH:8]=[N:7]1)[CH3:2], predict the reactants needed to synthesize it. The reactants are: [CH2:1]([O:3][C:4](=[O:27])[CH2:5][N:6]1[C:14]2[CH2:13][CH2:12][CH2:11][C@@H:10]([NH:15][S:16]([C:19]3[CH:20]=[N:21][C:22]([Cl:26])=[C:23]([Br:25])[CH:24]=3)(=[O:18])=[O:17])[C:9]=2[CH:8]=[N:7]1)[CH3:2].CI.[C:30](=O)([O-])[O-].[K+].[K+]. (2) Given the product [CH3:1][O:2][C:3](=[O:33])[CH2:4][CH2:5][CH2:6][CH2:7][CH2:8][O:9][C:10]1[CH:11]=[CH:12][C:13]2[N:17]=[C:16]([S:45]([CH2:41][C:37]3[CH:36]=[CH:35][CH:40]=[CH:39][CH:38]=3)(=[O:48])=[O:46])[N:15]([C:26]3[CH:31]=[CH:30][CH:29]=[CH:28][CH:27]=3)[C:14]=2[CH:32]=1, predict the reactants needed to synthesize it. The reactants are: [CH3:1][O:2][C:3](=[O:33])[CH2:4][CH2:5][CH2:6][CH2:7][CH2:8][O:9][C:10]1[CH:11]=[CH:12][C:13]2[N:17]=[C:16](SCC3C=CC=CC=3)[N:15]([C:26]3[CH:31]=[CH:30][CH:29]=[CH:28][CH:27]=3)[C:14]=2[CH:32]=1.Cl[C:35]1[CH:40]=[CH:39][CH:38]=[C:37]([C:41](OO)=O)[CH:36]=1.[S:45]([O:48]S([O-])=O)([O-])=[O:46].[Na+].[Na+]. (3) Given the product [C:1]([O:5][C:6]([N:8]1[CH2:13][CH2:12][CH:11]([O:14][CH2:15][C:16]2[O:20][N:19]=[C:18]([C:21]3[CH:26]=[CH:25][C:24]([S:27]([CH3:30])(=[O:29])=[O:28])=[C:23]([NH:35][CH2:34][CH2:32][OH:33])[CH:22]=3)[N:17]=2)[CH2:10][CH2:9]1)=[O:7])([CH3:4])([CH3:3])[CH3:2], predict the reactants needed to synthesize it. The reactants are: [C:1]([O:5][C:6]([N:8]1[CH2:13][CH2:12][CH:11]([O:14][CH2:15][C:16]2[O:20][N:19]=[C:18]([C:21]3[CH:26]=[CH:25][C:24]([S:27]([CH3:30])(=[O:29])=[O:28])=[C:23](F)[CH:22]=3)[N:17]=2)[CH2:10][CH2:9]1)=[O:7])([CH3:4])([CH3:3])[CH3:2].[CH2:32]([CH2:34][NH2:35])[OH:33]. (4) The reactants are: [OH-].[Na+].[CH2:3]([N:5]([CH3:27])[CH:6]1[CH2:11][CH2:10][N:9]([C:12](=[O:26])[CH2:13][CH2:14][C:15]2[N:16]([CH2:20][C:21]([O:23]CC)=[O:22])[CH:17]=[CH:18][N:19]=2)[CH2:8][CH2:7]1)[CH3:4].Cl. Given the product [CH2:3]([N:5]([CH3:27])[CH:6]1[CH2:7][CH2:8][N:9]([C:12](=[O:26])[CH2:13][CH2:14][C:15]2[N:16]([CH2:20][C:21]([OH:23])=[O:22])[CH:17]=[CH:18][N:19]=2)[CH2:10][CH2:11]1)[CH3:4], predict the reactants needed to synthesize it. (5) Given the product [C:25]([O:33][CH2:34][C:35]1[O:39][N:38]=[C:37]([CH3:40])[C:36]=1[C:8]1[CH:13]=[CH:12][CH:11]=[CH:10][C:9]=1[C:14](=[O:15])[C:16]1[CH:21]=[CH:20][C:19]([Cl:22])=[CH:18][CH:17]=1)(=[O:32])[C:26]1[CH:27]=[CH:28][CH:29]=[CH:30][CH:31]=1, predict the reactants needed to synthesize it. The reactants are: C([O-])([O-])=O.[K+].[K+].Br[C:8]1[CH:13]=[CH:12][CH:11]=[CH:10][C:9]=1[C:14]([C:16]1[CH:21]=[CH:20][C:19]([Cl:22])=[CH:18][CH:17]=1)=[O:15].N#N.[C:25]([O:33][CH2:34][C:35]1[O:39][N:38]=[C:37]([CH3:40])[C:36]=1B1OC(C)(C)C(C)(C)O1)(=[O:32])[C:26]1[CH:31]=[CH:30][CH:29]=[CH:28][CH:27]=1. (6) Given the product [ClH:25].[ClH:25].[CH3:1][N:2]([CH3:14])[CH2:3][CH2:4][N:5]1[C:9]2=[N:10][CH:11]=[CH:12][CH:13]=[C:8]2[C:7]([S:22]([C:18]2[CH:19]=[CH:20][CH:21]=[C:16]([F:15])[CH:17]=2)(=[O:24])=[O:23])=[CH:6]1, predict the reactants needed to synthesize it. The reactants are: [CH3:1][N:2]([CH3:14])[CH2:3][CH2:4][N:5]1[C:9]2=[N:10][CH:11]=[CH:12][CH:13]=[C:8]2[CH:7]=[CH:6]1.[F:15][C:16]1[CH:17]=[C:18]([S:22]([Cl:25])(=[O:24])=[O:23])[CH:19]=[CH:20][CH:21]=1. (7) Given the product [OH:5][CH2:4][CH2:3][N:1]1[CH:14]=[C:8]([C:9]([O:11][CH2:12][CH3:13])=[O:10])[CH:6]=[N:2]1, predict the reactants needed to synthesize it. The reactants are: [NH:1]([CH2:3][CH2:4][OH:5])[NH2:2].[CH:6]([CH:8]([CH:14]=O)[C:9]([O:11][CH2:12][CH3:13])=[O:10])=O.C(OC(OCC)CC(OCC)=O)C. (8) Given the product [CH:1]1([CH2:4][N:5]([C:6]2[C:7]([S:25][CH3:26])=[N:8][N:9]3[C:14]([C:15]4[C:20]([CH3:21])=[CH:19][C:18]([CH3:22])=[CH:17][C:16]=4[O:23][CH3:24])=[CH:13][CH:12]=[CH:11][C:10]=23)[CH2:33][CH:30]2[CH2:31][CH2:32][O:27][CH2:28][CH2:29]2)[CH2:2][CH2:3]1, predict the reactants needed to synthesize it. The reactants are: [CH:1]1([CH2:4][NH:5][C:6]2[C:7]([S:25][CH3:26])=[N:8][N:9]3[C:14]([C:15]4[C:20]([CH3:21])=[CH:19][C:18]([CH3:22])=[CH:17][C:16]=4[O:23][CH3:24])=[CH:13][CH:12]=[CH:11][C:10]=23)[CH2:3][CH2:2]1.[O:27]1[CH2:32][CH2:31][CH:30]([CH:33]=O)[CH2:29][CH2:28]1.C(O[BH-](OC(=O)C)OC(=O)C)(=O)C.[Na+].C(=O)([O-])O.[Na+].